Dataset: Forward reaction prediction with 1.9M reactions from USPTO patents (1976-2016). Task: Predict the product of the given reaction. (1) Given the reactants Cl[C:2]1[CH:7]=[C:6]([C:8]([F:11])([F:10])[F:9])[N:5]=[C:4]([C:12]2[CH:13]=[N:14][CH:15]=[CH:16][CH:17]=2)[N:3]=1.[Cl:18][C:19]1[CH:25]=[CH:24][C:23]([CH3:26])=[CH:22][C:20]=1[NH2:21], predict the reaction product. The product is: [Cl:18][C:19]1[CH:25]=[CH:24][C:23]([CH3:26])=[CH:22][C:20]=1[NH:21][C:2]1[CH:7]=[C:6]([C:8]([F:11])([F:10])[F:9])[N:5]=[C:4]([C:12]2[CH:13]=[N:14][CH:15]=[CH:16][CH:17]=2)[N:3]=1. (2) The product is: [C:31]([O:30][C:29]([NH:28][C:27]1[C:23]([NH:22][C:17]([C:16]2[CH:15]=[CH:14][C:13]([CH2:12][NH:11][C:9](=[O:10])[O:8][CH2:7][C:3]3[CH:2]=[N:1][CH:6]=[CH:5][CH:4]=3)=[CH:21][CH:20]=2)=[O:19])=[N:24][N:25]([C:36]2[CH:37]=[CH:38][CH:39]=[CH:40][CH:41]=2)[CH:26]=1)=[O:35])([CH3:34])([CH3:32])[CH3:33]. Given the reactants [N:1]1[CH:6]=[CH:5][CH:4]=[C:3]([CH2:7][O:8][C:9]([NH:11][CH2:12][C:13]2[CH:21]=[CH:20][C:16]([C:17]([OH:19])=O)=[CH:15][CH:14]=2)=[O:10])[CH:2]=1.[NH2:22][C:23]1[C:27]([NH:28][C:29](=[O:35])[O:30][C:31]([CH3:34])([CH3:33])[CH3:32])=[CH:26][N:25]([C:36]2[CH:41]=[CH:40][CH:39]=[CH:38][CH:37]=2)[N:24]=1.C(N(C(C)C)CC)C.F[P-](F)(F)(F)(F)F.N1(O[P+](N(C)C)(N(C)C)N(C)C)C2C=CC=CC=2N=N1, predict the reaction product. (3) Given the reactants Cl[C:2]1[CH:11]=[CH:10][C:9]2[C:4](=[CH:5][CH:6]=[CH:7][CH:8]=2)[N:3]=1.C(OC(=O)[NH:18][C@H:19]1[CH2:24][CH2:23][C@@H:22]([NH2:25])[CH2:21][CH2:20]1)(C)(C)C.C([O-])(O)=O.[Na+].Cl, predict the reaction product. The product is: [N:3]1[C:4]2[C:9](=[CH:8][CH:7]=[CH:6][CH:5]=2)[CH:10]=[CH:11][C:2]=1[NH:18][C@H:19]1[CH2:24][CH2:23][C@@H:22]([NH2:25])[CH2:21][CH2:20]1. (4) Given the reactants [Br:1][C:2]1[CH:11]=[CH:10][CH:9]=[C:8]2[C:3]=1[CH:4]=[CH:5][N+:6]([O-])=[CH:7]2.O=P(Cl)(Cl)[Cl:15].C([O-])(O)=O.[Na+], predict the reaction product. The product is: [Br:1][C:2]1[CH:11]=[CH:10][CH:9]=[C:8]2[C:3]=1[CH:4]=[CH:5][N:6]=[C:7]2[Cl:15]. (5) Given the reactants [Cl:1][C:2]1[C:7]([F:8])=[CH:6][CH:5]=[CH:4][C:3]=1[C:9]1[O:10][C:11]2[C:16]([C:17](=[O:19])[CH:18]=1)=[C:15]([O:20]C)[CH:14]=[C:13]([O:22]C)[C:12]=2[C@@H:24]1[CH2:28][CH2:27][N:26]([CH3:29])[C@H:25]1[CH2:30][OH:31].Cl.N1C=CC=CC=1, predict the reaction product. The product is: [Cl:1][C:2]1[C:7]([F:8])=[CH:6][CH:5]=[CH:4][C:3]=1[C:9]1[O:10][C:11]2[C:16]([C:17](=[O:19])[CH:18]=1)=[C:15]([OH:20])[CH:14]=[C:13]([OH:22])[C:12]=2[C@@H:24]1[CH2:28][CH2:27][N:26]([CH3:29])[C@H:25]1[CH2:30][OH:31]. (6) Given the reactants N.[N:2]([C@@:5]1([CH2:20][O:21]C(=O)C2C=CC=C(Cl)C=2)[C@@H:9]([F:10])[C@@H:8]([OH:11])[C@H:7]([N:12]2[CH:17]=[CH:16][C:15](=[O:18])[NH:14][C:13]2=[O:19])[O:6]1)=[N+:3]=[N-:4], predict the reaction product. The product is: [N:2]([C@:5]1([CH2:20][OH:21])[O:6][C@@H:7]([N:12]2[CH:17]=[CH:16][C:15](=[O:18])[NH:14][C:13]2=[O:19])[C@H:8]([OH:11])[C@@H:9]1[F:10])=[N+:3]=[N-:4].